From a dataset of Full USPTO retrosynthesis dataset with 1.9M reactions from patents (1976-2016). Predict the reactants needed to synthesize the given product. (1) Given the product [C:1]([S@@:5]([NH:7][C@H:8]([C:12]1([C:17]([NH:23][CH3:22])=[O:19])[S:16][CH2:15][CH2:14][S:13]1)[CH2:9][CH2:10][CH3:11])=[O:6])([CH3:4])([CH3:3])[CH3:2], predict the reactants needed to synthesize it. The reactants are: [C:1]([S@@:5]([NH:7][C@H:8]([C:12]1([C:17]([O:19]CC)=O)[S:16][CH2:15][CH2:14][S:13]1)[CH2:9][CH2:10][CH3:11])=[O:6])([CH3:4])([CH3:3])[CH3:2].[CH3:22][NH2:23].C(O)C. (2) Given the product [F:1][C:2]1[CH:3]=[C:4]([CH:16]=[C:17]([F:19])[CH:18]=1)[CH2:5][C:6]1[O:10][N:9]=[C:8]([C:11]([OH:13])=[O:12])[CH:7]=1, predict the reactants needed to synthesize it. The reactants are: [F:1][C:2]1[CH:3]=[C:4]([CH:16]=[C:17]([F:19])[CH:18]=1)[CH2:5][C:6]1[O:10][N:9]=[C:8]([C:11]([O:13]CC)=[O:12])[CH:7]=1.C(O)C.[OH-].[Na+]. (3) Given the product [Cl:1][C:2]1[CH:3]=[CH:4][CH:5]=[C:6]2[C:11]=1[N:10]=[C:9]([O:12][C:13]1[CH:18]=[CH:17][CH:16]=[CH:15][CH:14]=1)[C:8]([CH2:19][NH:20][C:22]1[N:30]=[CH:29][N:28]=[C:27]3[C:23]=1[N:24]=[CH:25][NH:26]3)=[CH:7]2, predict the reactants needed to synthesize it. The reactants are: [Cl:1][C:2]1[CH:3]=[CH:4][CH:5]=[C:6]2[C:11]=1[N:10]=[C:9]([O:12][C:13]1[CH:18]=[CH:17][CH:16]=[CH:15][CH:14]=1)[C:8]([CH2:19][NH2:20])=[CH:7]2.Cl[C:22]1[N:30]=[CH:29][N:28]=[C:27]2[C:23]=1[NH:24][CH:25]=[N:26]2.CCN(C(C)C)C(C)C. (4) Given the product [F:36][C@H:14]1[C@H:15]([C:18]2[CH:19]=[CH:20][C:21]([O:24][CH3:25])=[CH:22][CH:23]=2)[CH2:16][CH2:17][N:12]([CH:9]2[CH2:10][CH2:11][N:7]([CH2:6][C:5]3[CH:28]=[CH:29][C:2]([F:1])=[CH:3][CH:4]=3)[C:8]2=[O:27])[CH2:13]1, predict the reactants needed to synthesize it. The reactants are: [F:1][C:2]1[CH:29]=[CH:28][C:5]([CH2:6][N:7]2[CH2:11][CH2:10][CH:9]([N:12]3[CH2:17][CH2:16][C@@H:15]([C:18]4[CH:23]=[CH:22][C:21]([O:24][CH3:25])=[CH:20][CH:19]=4)[C@H:14](O)[CH2:13]3)[C:8]2=[O:27])=[CH:4][CH:3]=1.CCN(S(F)(F)[F:36])CC. (5) The reactants are: [C:1]([O:5][C:6](=[O:30])[NH:7][C@@H:8]([CH2:26][CH:27]([CH3:29])[CH3:28])[CH2:9][O:10][C:11]1[CH:12]=[CH:13][C:14]2[C:24]3[C:19](=[CH:20][N:21]=[CH:22][CH:23]=3)[C:18](=[O:25])[O:17][C:15]=2[CH:16]=1)([CH3:4])([CH3:3])[CH3:2].C1C(=O)N([Br:38])C(=O)C1.O. Given the product [C:1]([O:5][C:6](=[O:30])[NH:7][C@@H:8]([CH2:26][CH:27]([CH3:28])[CH3:29])[CH2:9][O:10][C:11]1[C:12]([Br:38])=[CH:13][C:14]2[C:24]3[C:19](=[CH:20][N:21]=[CH:22][CH:23]=3)[C:18](=[O:25])[O:17][C:15]=2[CH:16]=1)([CH3:4])([CH3:3])[CH3:2], predict the reactants needed to synthesize it. (6) Given the product [NH2:1][C:2]1[C:10]2[C:5](=[N:6][CH:7]=[CH:8][CH:9]=2)[Se:4][C:3]=1[C:11]([NH2:12])=[O:15], predict the reactants needed to synthesize it. The reactants are: [NH2:1][C:2]1[C:10]2[C:5](=[N:6][CH:7]=[CH:8][CH:9]=2)[Se:4][C:3]=1[C:11]#[N:12].C([OH:15])C. (7) Given the product [Cl:12][CH2:13][CH2:18][C@H:17]([N:5]1[C:1](=[O:11])[C:2]2[C:3](=[CH:7][CH:8]=[CH:9][CH:10]=2)[C:4]1=[O:6])[C:36]1[CH:37]=[CH:38][CH:39]=[CH:40][CH:41]=1, predict the reactants needed to synthesize it. The reactants are: [C:1]1(=[O:11])[NH:5][C:4](=[O:6])[C:3]2=[CH:7][CH:8]=[CH:9][CH:10]=[C:2]12.[Cl:12][C:13]1C=C([C@H](O)CC)C=[CH:17][CH:18]=1.[C:36]1(P([C:36]2[CH:41]=[CH:40][CH:39]=[CH:38][CH:37]=2)[C:36]2[CH:41]=[CH:40][CH:39]=[CH:38][CH:37]=2)[CH:41]=[CH:40][CH:39]=[CH:38][CH:37]=1.N(C(OCC)=O)=NC(OCC)=O.